From a dataset of Forward reaction prediction with 1.9M reactions from USPTO patents (1976-2016). Predict the product of the given reaction. Given the reactants [N:1]1([C@@H:10]([C:19]2[CH:24]=[CH:23][CH:22]=[CH:21][CH:20]=2)[CH2:11][C:12]([O:14]C(C)(C)C)=[O:13])[C:5]2[CH:6]=[CH:7][CH:8]=[CH:9][C:4]=2[N:3]=[CH:2]1.C(OCC)C, predict the reaction product. The product is: [N:1]1([C@@H:10]([C:19]2[CH:24]=[CH:23][CH:22]=[CH:21][CH:20]=2)[CH2:11][C:12]([OH:14])=[O:13])[C:5]2[CH:6]=[CH:7][CH:8]=[CH:9][C:4]=2[N:3]=[CH:2]1.